The task is: Predict the product of the given reaction.. This data is from Forward reaction prediction with 1.9M reactions from USPTO patents (1976-2016). Given the reactants [NH:1]([C:434]([O:436][C:437]([CH3:440])([CH3:439])[CH3:438])=[O:435])[CH2:2][C:3](N[C@H](C(N[C@H](C(N[C@H](C(N[C@H](C(N[C@H](C(N1CCC[C@H]1C(N[C@H](C(N[C@H](C(N[C@H](C(N[C@H](C(N[C@H](C(N[C@H](C(N[C@H](C(N[C@H](C(N[C@H](C(N[C@H](C(N[C@H](C(N[C@H](C(N[C@H](C(N1CCC[C@H]1C(N1CCC[C@H]1C(N[C@H](C(N[C@H](C(N[C@H](C(N[C@H](C(N1CCC[C@H]1C(N[C@H](C(O)=O)CCCNC(=N)NS(C1C(C)=C(C)C2OC(C)(C)CCC=2C=1C)(=O)=O)=O)=O)CCC(=O)NC(C1C=CC=CC=1)(C1C=CC=CC=1)C1C=CC=CC=1)=O)CC(C)C)=O)CCCCNC(OC(C)(C)C)=O)=O)C)=O)=O)=O)CCCCNC(OC(C)(C)C)=O)=O)CCCCNC(OC(C)(C)C)=O)=O)COC(C)(C)C)=O)CCC(=O)OC(C)(C)C)=O)CCCCNC(OC(C)(C)C)=O)=O)CCCNC(=N)NS(C1C(C)=C(C)C2OC(C)(C)CCC=2C=1C)(=O)=O)=O)CCC(=O)NC(C1C=CC=CC=1)(C1C=CC=CC=1)C1C=CC=CC=1)=O)CCC(=O)NC(C1C=CC=CC=1)(C1C=CC=CC=1)C1C=CC=CC=1)=O)C(C)C)=O)CCCNC(=N)NS(C1C(C)=C(C)C2OC(C)(C)CCC=2C=1C)(=O)=O)=O)CCC(=O)NC(C1C=CC=CC=1)(C1C=CC=CC=1)C1C=CC=CC=1)=O)CC1N=CN(C(OC(C)(C)C)=O)C=1)=O)CCC(=O)OC(C)(C)C)=O)=O)COC(C)(C)C)=O)CC(C)C)=O)CC1C=CC=CC=1)=O)COC(C1C=CC=CC=1)(C1C=CC=CC=1)C1C=CC=CC=1)=O)COC(C)(C)C)=[O:4].N(C(OCC1C2C(=CC=CC=2)C2C1=CC=CC=2)=O)[C@H](C(O)=O)CCCNC(=N)NS(C1C(C)=C(C)C2OC(C)(C)CCC=2C=1C)(=O)=[O:450], predict the reaction product. The product is: [C:434]([NH:1][CH2:2][C:3]([OH:4])=[O:450])([O:436][C:437]([CH3:440])([CH3:439])[CH3:438])=[O:435].